The task is: Predict the reaction yield, written as a fraction of the theoretical maximum amount of product (1.0 means a 100% yield; for example, 0.34 means a 34% yield).. This data is from Reaction yield outcomes from USPTO patents with 853,638 reactions. (1) The reactants are [CH3:1][C:2]1[NH:6][C:5]2[C:7]([C:17]([O:19]C)=[O:18])=[CH:8][C:9]([N:11]3[CH2:16][CH2:15][O:14][CH2:13][CH2:12]3)=[CH:10][C:4]=2[N:3]=1.[CH3:21][C:22]1[CH:29]=[CH:28][C:27]([CH3:30])=[CH:26][C:23]=1[CH2:24]Br.C(=O)([O-])[O-].[K+].[K+].[OH-].[Li+]. The catalyst is CN(C)C=O.O1CCCC1.O. The product is [CH3:21][C:22]1[CH:29]=[CH:28][C:27]([CH3:30])=[CH:26][C:23]=1[CH2:24][N:3]1[C:4]2[CH:10]=[C:9]([N:11]3[CH2:16][CH2:15][O:14][CH2:13][CH2:12]3)[CH:8]=[C:7]([C:17]([OH:19])=[O:18])[C:5]=2[N:6]=[C:2]1[CH3:1]. The yield is 0.350. (2) The product is [OH:27][CH2:17][C:18]1[N:13]=[C:11](/[CH:10]=[CH:9]/[C:6]2[CH:5]=[CH:4][C:3]([C:2]([F:14])([F:15])[F:1])=[CH:8][CH:7]=2)[O:12][CH:20]=1. The reactants are [F:1][C:2]([F:15])([F:14])[C:3]1[CH:8]=[CH:7][C:6](/[CH:9]=[CH:10]/[C:11]([NH2:13])=[O:12])=[CH:5][CH:4]=1.Cl[CH2:17][C:18]([CH2:20]Cl)=O.O.O.O.C([O-])(=[O:27])C.[Na+].[OH-].[Na+]. The yield is 0.480. The catalyst is O.C1(C)C=CC=CC=1.CS(C)=O. (3) The reactants are [C:1]([O:4][CH2:5][C@@H:6]1[C@@H:13]2[C@@H:9]([O:10][C:11]([CH3:15])([CH3:14])[O:12]2)[C@H:8]([N:16]2[CH:24]=[N:23][C:22]3[C:17]2=[N:18][CH:19]=[N:20][C:21]=3Cl)[CH2:7]1)(=[O:3])[CH3:2].[Na+].[I-:27].FC(F)(F)C(O)=O. The catalyst is CC(=O)CC. The product is [C:1]([O:4][CH2:5][C@@H:6]1[C@@H:13]2[C@@H:9]([O:10][C:11]([CH3:15])([CH3:14])[O:12]2)[C@H:8]([N:16]2[CH:24]=[N:23][C:22]3[C:17]2=[N:18][CH:19]=[N:20][C:21]=3[I:27])[CH2:7]1)(=[O:3])[CH3:2]. The yield is 0.670. (4) The reactants are [NH2:1][C:2]1[N:3]([C:8]2[C:17]3[C:12](=[CH:13][CH:14]=[CH:15][CH:16]=3)[C:11]([CH:18]3[CH2:20][CH2:19]3)=[CH:10][CH:9]=2)[C:4]([SH:7])=[N:5][N:6]=1.[Cl:21][C:22]1[CH:23]=[C:24]([CH:28]=[CH:29][C:30]=1[NH:31][C:32](=[O:35])[CH2:33]Cl)[C:25]([OH:27])=[O:26].O. The yield is 0.750. The product is [NH2:1][C:2]1[N:3]([C:8]2[C:17]3[C:12](=[CH:13][CH:14]=[CH:15][CH:16]=3)[C:11]([CH:18]3[CH2:20][CH2:19]3)=[CH:10][CH:9]=2)[C:4]([S:7][CH2:33][C:32]([NH:31][C:30]2[CH:29]=[CH:28][C:24]([C:25]([OH:27])=[O:26])=[CH:23][C:22]=2[Cl:21])=[O:35])=[N:5][N:6]=1. The catalyst is CN(C=O)C. (5) The reactants are [O:1]1[C:6]2[CH:7]=[CH:8][C:9]([Sn](C)(C)C)=[CH:10][C:5]=2[O:4][CH2:3][CH2:2]1.[CH3:15][O:16][C:17]([C@H:19]1[CH2:21][C@@H:20]1[C:22](O)=[O:23])=[O:18]. The catalyst is Cl[Pd](Cl)([P](C1C=CC=CC=1)(C1C=CC=CC=1)C1C=CC=CC=1)[P](C1C=CC=CC=1)(C1C=CC=CC=1)C1C=CC=CC=1.C1(C)C=CC=CC=1. The product is [O:1]1[C:6]2[CH:7]=[CH:8][C:9]([C:22]([C@H:20]3[CH2:21][C@@H:19]3[C:17]([O:16][CH3:15])=[O:18])=[O:23])=[CH:10][C:5]=2[O:4][CH2:3][CH2:2]1. The yield is 0.580.